From a dataset of Catalyst prediction with 721,799 reactions and 888 catalyst types from USPTO. Predict which catalyst facilitates the given reaction. (1) Reactant: [C:1]1([C:7]2[N:8]=[CH:9][C:10]([C:19]([O:21]C)=O)=[N:11][C:12]=2[C:13]2[CH:18]=[CH:17][CH:16]=[CH:15][CH:14]=2)[CH:6]=[CH:5][CH:4]=[CH:3][CH:2]=1.[CH3:23][Al](C)C.CNCCNC. Product: [C:1]1([C:7]2[N:8]=[CH:9][C:10]([C:19](=[O:21])[CH3:23])=[N:11][C:12]=2[C:13]2[CH:18]=[CH:17][CH:16]=[CH:15][CH:14]=2)[CH:2]=[CH:3][CH:4]=[CH:5][CH:6]=1. The catalyst class is: 11. (2) Reactant: O=[C:2]([CH3:15])[CH2:3][C:4]1[O:9][C:8](=[O:10])[C:7]2[CH:11]=[CH:12][CH:13]=[CH:14][C:6]=2[N:5]=1.[NH:16]([C:18]1[CH:23]=[CH:22][CH:21]=[CH:20][N:19]=1)[NH2:17]. Product: [CH3:15][C:2]1[CH:3]=[C:4]([NH:5][C:6]2[CH:14]=[CH:13][CH:12]=[CH:11][C:7]=2[C:8]([OH:9])=[O:10])[N:16]([C:18]2[CH:23]=[CH:22][CH:21]=[CH:20][N:19]=2)[N:17]=1. The catalyst class is: 8. (3) The catalyst class is: 2. Reactant: [F:1][C:2]([F:7])([F:6])[C:3]([OH:5])=[O:4].[Cl:8][C:9]1[CH:10]=[CH:11][C:12]2[O:17][C:16](=[O:18])[CH:15]=[C:14]([O:19]CCCNC)[C:13]=2[CH:25]=1.C(N(C(C)C)CC)(C)C.C(OC([NH:42][C:43]([N:52]1[CH:56]=[CH:55][CH:54]=N1)=[N:44]C(OC(C)(C)C)=O)=O)(C)(C)C. Product: [F:1][C:2]([F:7])([F:6])[C:3]([OH:5])=[O:4].[Cl:8][C:9]1[CH:10]=[CH:11][C:12]2[O:17][C:16](=[O:18])[CH:15]=[C:14]([O:19][CH2:54][CH2:55][CH2:56][NH:52][C:43]([NH2:42])=[NH:44])[C:13]=2[CH:25]=1. (4) Reactant: C([O:4][C@H:5]1[C@H:11](CC([O-])=O)[C@@H:10]([O:16]C(=O)C)[C@:9]2([C:21]3[CH:26]=[CH:25][C:24]([Cl:27])=[C:23]([CH:28]([C:30]4[CH:35]=[CH:34][C:33]([O:36][CH2:37][CH3:38])=[CH:32][CH:31]=4)[OH:29])[CH:22]=3)[O:20][C@@:6]1([CH:39]([O:41]C(=O)C)[CH3:40])[CH2:7][O:8]2)(=O)C.C(=O)([O-])[O-:46].[K+].[K+]. Product: [Cl:27][C:24]1[CH:25]=[CH:26][C:21]([C@@:9]23[O:20][C@@:6]([CH:39]([OH:41])[CH3:40])([CH2:7][O:8]2)[C@@H:5]([OH:4])[C@H:11]([OH:46])[C@H:10]3[OH:16])=[CH:22][C:23]=1[CH:28]([C:30]1[CH:35]=[CH:34][C:33]([O:36][CH2:37][CH3:38])=[CH:32][CH:31]=1)[OH:29]. The catalyst class is: 5. (5) Reactant: [C:1]([C:5]1[CH:9]=[C:8]([NH:10][C:11]([NH:13][C@@H:14]2[C:23]3[C:18](=[CH:19][CH:20]=[CH:21][CH:22]=3)[C@H:17]([O:24][C:25]3[CH:26]=[CH:27][C:28]4[N:29]([C:31]([N:34]5[CH2:39][CH2:38][CH2:37][CH2:36][CH2:35]5)=[N:32][N:33]=4)[CH:30]=3)[CH2:16][CH2:15]2)=[O:12])[N:7]([C:40]2[CH:41]=[N:42][N:43]([CH2:45][CH2:46][O:47]C3CCCCO3)[CH:44]=2)[N:6]=1)([CH3:4])([CH3:3])[CH3:2].C1(C)C=CC(S([O-])(=O)=O)=CC=1.[NH+]1C=CC=CC=1.O.C([O-])(O)=O.[Na+]. Product: [C:1]([C:5]1[CH:9]=[C:8]([NH:10][C:11]([NH:13][C@@H:14]2[C:23]3[C:18](=[CH:19][CH:20]=[CH:21][CH:22]=3)[C@H:17]([O:24][C:25]3[CH:26]=[CH:27][C:28]4[N:29]([C:31]([N:34]5[CH2:35][CH2:36][CH2:37][CH2:38][CH2:39]5)=[N:32][N:33]=4)[CH:30]=3)[CH2:16][CH2:15]2)=[O:12])[N:7]([C:40]2[CH:41]=[N:42][N:43]([CH2:45][CH2:46][OH:47])[CH:44]=2)[N:6]=1)([CH3:4])([CH3:2])[CH3:3]. The catalyst class is: 5. (6) Reactant: [NH2:1][C:2]1[N:7]=[C:6]([C:8]2[CH:15]=[CH:14][C:11]([C:12]#[N:13])=[C:10](F)[CH:9]=2)[CH:5]=[C:4]([NH:17][C:18]([CH3:21])([CH3:20])[CH3:19])[N:3]=1.O.[NH2:23][NH2:24].C(#N)C. Product: [NH2:13][C:12]1[C:11]2[C:10](=[CH:9][C:8]([C:6]3[N:7]=[C:2]([NH2:1])[N:3]=[C:4]([NH:17][C:18]([CH3:21])([CH3:20])[CH3:19])[CH:5]=3)=[CH:15][CH:14]=2)[NH:24][N:23]=1. The catalyst class is: 14. (7) Reactant: [Cl:1][C:2]1[CH:7]=[CH:6][CH:5]=[CH:4][C:3]=1/[CH:8]=[CH:9]/[C:10]([O:12][CH2:13][CH3:14])=[O:11].C1(C)C=CC(S([CH2:24][N+:25]#[C-:26])(=O)=O)=CC=1.CC(C)([O-])C.[Na+]. Product: [Cl:1][C:2]1[CH:7]=[CH:6][CH:5]=[CH:4][C:3]=1[C:8]1[C:9]([C:10]([O:12][CH2:13][CH3:14])=[O:11])=[CH:24][NH:25][CH:26]=1. The catalyst class is: 1.